Task: Predict the reaction yield, written as a fraction of the theoretical maximum amount of product (1.0 means a 100% yield; for example, 0.34 means a 34% yield).. Dataset: Reaction yield outcomes from USPTO patents with 853,638 reactions The reactants are [CH3:1][N:2]1[C:10]2[C:5](=[CH:6][C:7]([CH:11]([C:13]3[CH:14]=[C:15]4[C:19](=[CH:20][CH:21]=3)[N:18]([CH3:22])[N:17]=[CH:16]4)O)=[CH:8][CH:9]=2)[CH:4]=[N:3]1.C(Cl)Cl.S(Cl)(Cl)=O.[N:30]1([C:36]([O:38][C:39]([CH3:42])([CH3:41])[CH3:40])=[O:37])[CH2:35][CH2:34][NH:33][CH2:32][CH2:31]1. The catalyst is C(#N)C. The product is [CH3:1][N:2]1[C:10]2[C:5](=[CH:6][C:7]([CH:11]([C:13]3[CH:14]=[C:15]4[C:19](=[CH:20][CH:21]=3)[N:18]([CH3:22])[N:17]=[CH:16]4)[N:33]3[CH2:32][CH2:31][N:30]([C:36]([O:38][C:39]([CH3:42])([CH3:41])[CH3:40])=[O:37])[CH2:35][CH2:34]3)=[CH:8][CH:9]=2)[CH:4]=[N:3]1. The yield is 0.560.